This data is from Full USPTO retrosynthesis dataset with 1.9M reactions from patents (1976-2016). The task is: Predict the reactants needed to synthesize the given product. (1) Given the product [F:1][C:2]1[C:12]([CH2:13][OH:14])=[CH:11][C:5]2[NH:6][C:7](=[O:10])[CH2:8][S:9][C:4]=2[CH:3]=1, predict the reactants needed to synthesize it. The reactants are: [F:1][C:2]1[C:12]([C:13](O)=[O:14])=[CH:11][C:5]2[NH:6][C:7](=[O:10])[CH2:8][S:9][C:4]=2[CH:3]=1.C(N(CC)CC)C.ClC(OCC(C)C)=O. (2) Given the product [CH:1]([NH:4][C:5]([C:7]1[C:16](=[O:17])[C:15]2[C:10](=[N:11][CH:12]=[CH:13][CH:14]=2)[N:9]([C:18]2[CH:23]=[CH:22][CH:21]=[C:20]([C:26]3[CH:25]=[CH:30][CH:29]=[C:33]([C:32](=[O:34])[CH3:35])[CH:27]=3)[CH:19]=2)[CH:8]=1)=[O:6])([CH3:3])[CH3:2], predict the reactants needed to synthesize it. The reactants are: [CH:1]([NH:4][C:5]([C:7]1[C:16](=[O:17])[C:15]2[C:10](=[N:11][CH:12]=[CH:13][CH:14]=2)[N:9]([C:18]2[CH:23]=[CH:22][CH:21]=[C:20](Br)[CH:19]=2)[CH:8]=1)=[O:6])([CH3:3])[CH3:2].[C:25]1(C)[CH:30]=[CH:29]C=[CH:27][CH:26]=1.[CH2:32]([OH:34])[CH3:33].[C:35](=O)([O-])[O-].[Na+].[Na+]. (3) Given the product [CH3:36][O:35][C:34]([N:22]1[CH2:23][CH2:24][C@H:20]([O:19][C:18]2[C:13]3[CH2:12][N:11]([C:8]4[CH:9]=[N:10][C:3]([O:2][CH3:1])=[C:4]([C:5]#[N:6])[CH:7]=4)[CH2:26][CH2:25][C:14]=3[N:15]=[CH:16][N:17]=2)[CH2:21]1)=[O:37], predict the reactants needed to synthesize it. The reactants are: [CH3:1][O:2][C:3]1[N:10]=[CH:9][C:8]([N:11]2[CH2:26][CH2:25][C:14]3[N:15]=[CH:16][N:17]=[C:18]([O:19][C@H:20]4[CH2:24][CH2:23][NH:22][CH2:21]4)[C:13]=3[CH2:12]2)=[CH:7][C:4]=1[C:5]#[N:6].C(N(CC)CC)C.[C:34](Cl)(=[O:37])[O:35][CH3:36]. (4) The reactants are: [NH2:1][C:2]1[CH:3]=[C:4]([CH:7]=[CH:8][CH:9]=1)[C:5]#[N:6].N1C=CC=CC=1.[F:16][C:17]([F:28])([F:27])[C:18](O[C:18](=[O:19])[C:17]([F:28])([F:27])[F:16])=[O:19]. Given the product [C:5]([C:4]1[CH:3]=[C:2]([NH:1][C:18](=[O:19])[C:17]([F:28])([F:27])[F:16])[CH:9]=[CH:8][CH:7]=1)#[N:6], predict the reactants needed to synthesize it. (5) Given the product [Cl:1][C:2]1[C:17]([O:18][CH2:19][C:20]2[CH:25]=[CH:24][CH:23]=[C:22]([C:26]3[CH:35]=[CH:34][C:29]4[O:30][CH2:31][CH2:32][O:33][C:28]=4[CH:27]=3)[C:21]=2[CH3:36])=[CH:16][C:5]([O:6][CH2:7][C:8]2[CH:9]=[N:10][CH:11]=[C:12]([C:13]#[N:14])[CH:15]=2)=[C:4]([CH:3]=1)[CH2:37][N:43]1[CH2:44][CH2:45][C@@H:40]([OH:39])[CH2:41][C@H:42]1[C:46]([OH:48])=[O:47], predict the reactants needed to synthesize it. The reactants are: [Cl:1][C:2]1[C:17]([O:18][CH2:19][C:20]2[CH:25]=[CH:24][CH:23]=[C:22]([C:26]3[CH:35]=[CH:34][C:29]4[O:30][CH2:31][CH2:32][O:33][C:28]=4[CH:27]=3)[C:21]=2[CH3:36])=[CH:16][C:5]([O:6][CH2:7][C:8]2[CH:9]=[N:10][CH:11]=[C:12]([CH:15]=2)[C:13]#[N:14])=[C:4]([CH:37]=O)[CH:3]=1.[OH:39][C@@H:40]1[CH2:45][CH2:44][NH:43][C@H:42]([C:46]([OH:48])=[O:47])[CH2:41]1.C(O)(C(F)(F)F)=O. (6) Given the product [CH3:12][O:13][CH:14]1[C:4]2[C:5](=[CH:6][CH:7]=[C:2]([CH3:1])[CH:3]=2)[CH:8]=[C:11]1[CH3:20], predict the reactants needed to synthesize it. The reactants are: [CH3:1][C:2]1[CH:7]=[CH:6][C:5]([C:8](=[CH2:11])C=O)=[CH:4][CH:3]=1.[CH:12](OC)(OC)[O:13][CH3:14].Cl[CH2:20]Cl. (7) Given the product [C:1]([O:5][C:6](=[O:20])[NH:7][C@H:8]([CH2:12][CH2:13][C:14]1[CH:19]=[CH:18][CH:17]=[CH:16][CH:15]=1)[CH:9]([OH:11])[CH3:10])([CH3:2])([CH3:3])[CH3:4], predict the reactants needed to synthesize it. The reactants are: [C:1]([O:5][C:6](=[O:20])[NH:7][C@H:8]([CH2:12][CH2:13][C:14]1[CH:19]=[CH:18][CH:17]=[CH:16][CH:15]=1)[C:9](=[O:11])[CH3:10])([CH3:4])([CH3:3])[CH3:2].[BH4-].[Na+]. (8) Given the product [CH2:1]1[N:6]([CH2:7][C:8]([NH:10][CH:11]2[CH:16]3[CH2:17][C:18]4([F:38])[CH2:20][CH:12]2[CH2:13][CH:14]([CH2:19]4)[CH2:15]3)=[O:9])[CH2:5][CH2:4][N:3]([C:22]2[CH:27]=[CH:26][C:25]([C:28]([F:31])([F:30])[F:29])=[CH:24][N:23]=2)[CH2:2]1, predict the reactants needed to synthesize it. The reactants are: [CH2:1]1[N:6]([CH2:7][C:8]([NH:10][CH:11]2[CH:16]3[CH2:17][C:18]4(O)[CH2:20][CH:12]2[CH2:13][CH:14]([CH2:19]4)[CH2:15]3)=[O:9])[CH2:5][CH2:4][N:3]([C:22]2[CH:27]=[CH:26][C:25]([C:28]([F:31])([F:30])[F:29])=[CH:24][N:23]=2)[CH2:2]1.CCN(S(F)(F)[F:38])CC. (9) Given the product [Cl:32][C:33]1[CH:40]=[C:39]([F:41])[CH:38]=[CH:37][C:34]=1[CH2:35][N:27]1[CH2:28][CH2:29][CH:24]([C:22]([NH:21][C:18]2[CH:17]=[CH:16][C:15]([CH2:14][NH:13][C:11]3[C:10]4[C:5](=[CH:6][C:7]([CH3:30])=[CH:8][CH:9]=4)[N:4]=[C:3]([N:2]([CH3:31])[CH3:1])[N:12]=3)=[CH:20][CH:19]=2)=[O:23])[CH2:25][CH2:26]1, predict the reactants needed to synthesize it. The reactants are: [CH3:1][N:2]([CH3:31])[C:3]1[N:12]=[C:11]([NH:13][CH2:14][C:15]2[CH:20]=[CH:19][C:18]([NH:21][C:22]([CH:24]3[CH2:29][CH2:28][NH:27][CH2:26][CH2:25]3)=[O:23])=[CH:17][CH:16]=2)[C:10]2[C:5](=[CH:6][C:7]([CH3:30])=[CH:8][CH:9]=2)[N:4]=1.[Cl:32][C:33]1[CH:40]=[C:39]([F:41])[CH:38]=[CH:37][C:34]=1[CH:35]=O.Cl.